Dataset: Full USPTO retrosynthesis dataset with 1.9M reactions from patents (1976-2016). Task: Predict the reactants needed to synthesize the given product. (1) Given the product [NH2:30][CH2:33][CH2:11][C:10]1[C:13]([C:21]([CH3:22])([CH3:24])[CH3:23])=[CH:14][C:15]([C:17]([CH3:20])([CH3:19])[CH3:18])=[CH:16][C:9]=1[OH:8], predict the reactants needed to synthesize it. The reactants are: C([O:8][C:9]1[CH:16]=[C:15]([C:17]([CH3:20])([CH3:19])[CH3:18])[CH:14]=[C:13]([C:21]([CH3:24])([CH3:23])[CH3:22])[C:10]=1[CH:11]=O)C1C=CC=CC=1.C([O-])(=O)C.[NH4+].[N+:30]([CH3:33])([O-])=O. (2) Given the product [N:45]1[CH:46]=[CH:47][CH:48]=[C:43]([C:3]2[N:4]3[C:9]([CH:8]=[CH:7][CH:6]=[CH:5]3)=[CH:1][C:2]=2[C:10]([O:12][CH2:13][CH3:14])=[O:11])[CH:44]=1, predict the reactants needed to synthesize it. The reactants are: [CH:1]1[C:2]([C:10]([O:12][CH2:13][CH3:14])=[O:11])=[CH:3][N:4]2[C:9]=1[CH:8]=[CH:7][CH:6]=[CH:5]2.F[B-](F)(F)F.C1(P(C2CCCC2)C2CCCC2)CCCC1.C([O-])([O-])=O.[Cs+].[Cs+].Cl[C:43]1[CH:44]=[N:45][CH:46]=[CH:47][CH:48]=1. (3) Given the product [Br:23][C:20]1[CH:19]=[C:15]2[C:14](=[CH:22][CH:21]=1)[N:13]=[C:2]([OH:4])[N:18]=[C:16]2[OH:17], predict the reactants needed to synthesize it. The reactants are: Cl[C:2](Cl)([O:4]C(=O)OC(Cl)(Cl)Cl)Cl.[NH2:13][C:14]1[CH:22]=[CH:21][C:20]([Br:23])=[CH:19][C:15]=1[C:16]([NH2:18])=[O:17]. (4) Given the product [CH2:15]([O:14][C:12]([C:9]1[O:10][C:11]2[C:6]([C:7](=[O:17])[CH:8]=1)=[CH:5][C:4]([O:72][CH3:71])=[CH:3][C:2]=2[N:22]1[CH2:23][CH2:24][N:19]([CH3:18])[CH2:20][CH2:21]1)=[O:13])[CH3:16], predict the reactants needed to synthesize it. The reactants are: Br[C:2]1[CH:3]=[CH:4][CH:5]=[C:6]2[C:11]=1[O:10][C:9]([C:12]([O:14][CH2:15][CH3:16])=[O:13])=[CH:8][C:7]2=[O:17].[CH3:18][N:19]1[CH2:24][CH2:23][NH:22][CH2:21][CH2:20]1.C1(P(C2C=CC=CC=2)C2C=CC3C(=CC=CC=3)C=2C2C3C(=CC=CC=3)C=CC=2P(C2C=CC=CC=2)C2C=CC=CC=2)C=CC=CC=1.[C:71](=O)([O-])[O-:72].[Cs+].[Cs+]. (5) Given the product [ClH:23].[C:1]([C:5]1[CH:30]=[CH:29][C:8]([C:9]([NH:11][C:12]2[CH:27]=[C:26]([Cl:28])[CH:25]=[CH:24][C:13]=2[C:14]([NH:16][C:17]2[CH:22]=[CH:21][C:20]([Cl:23])=[CH:19][N:18]=2)=[O:15])=[O:10])=[C:7]([O:31][CH:32]2[CH2:37][CH2:36][NH:35][CH2:34][CH2:33]2)[CH:6]=1)([CH3:4])([CH3:2])[CH3:3], predict the reactants needed to synthesize it. The reactants are: [C:1]([C:5]1[CH:30]=[CH:29][C:8]([C:9]([NH:11][C:12]2[CH:27]=[C:26]([Cl:28])[CH:25]=[CH:24][C:13]=2[C:14]([NH:16][C:17]2[CH:22]=[CH:21][C:20]([Cl:23])=[CH:19][N:18]=2)=[O:15])=[O:10])=[C:7]([O:31][CH:32]2[CH2:37][CH2:36][N:35](C(OC(C)(C)C)=O)[CH2:34][CH2:33]2)[CH:6]=1)([CH3:4])([CH3:3])[CH3:2]. (6) Given the product [Si:22]([O:1][CH:2]1[CH2:6][CH2:5][CH:4]([C:7]([O:9][CH2:10][C:11]2[CH:12]=[CH:13][CH:14]=[CH:15][CH:16]=2)=[O:8])[CH2:3]1)([C:25]([CH3:28])([CH3:27])[CH3:26])([CH3:24])[CH3:23], predict the reactants needed to synthesize it. The reactants are: [OH:1][CH:2]1[CH2:6][CH2:5][CH:4]([C:7]([O:9][CH2:10][C:11]2[CH:16]=[CH:15][CH:14]=[CH:13][CH:12]=2)=[O:8])[CH2:3]1.N1C=CN=C1.[Si:22](Cl)([C:25]([CH3:28])([CH3:27])[CH3:26])([CH3:24])[CH3:23].O. (7) Given the product [C:28]1([B:32]([OH:34])[OH:33])[CH:29]=[CH:30][CH:31]=[CH:26][CH:27]=1, predict the reactants needed to synthesize it. The reactants are: C(=O)([O-])[O-].[K+].[K+].C1(N2CCC3C(=CC(O)=CC=3)C2=O)CCCC1.BrC[C:26]1[CH:27]=[C:28]([B:32]([OH:34])[OH:33])[CH:29]=[CH:30][CH:31]=1. (8) Given the product [N:9]1[S:8][N:7]=[C:6]2[CH:10]=[C:2]([C:12]3[CH:20]=[CH:19][CH:18]=[CH:17][C:13]=3[N:14]([CH3:16])[CH3:15])[CH:3]=[CH:4][C:5]=12, predict the reactants needed to synthesize it. The reactants are: Br[C:2]1[CH:3]=[CH:4][C:5]2[C:6]([CH:10]=1)=[N:7][S:8][N:9]=2.Br[C:12]1[CH:20]=[CH:19][CH:18]=[CH:17][C:13]=1[N:14]([CH3:16])[CH3:15]. (9) Given the product [Br:1][C:2]1[CH:8]=[CH:7][CH:6]=[C:5]2[C:3]=1[N:4]=[CH:19][C:13]([C:14]([O:16][CH2:17][CH3:18])=[O:15])=[C:12]2[OH:11], predict the reactants needed to synthesize it. The reactants are: [Br:1][C:2]1[CH:8]=[CH:7][CH:6]=[CH:5][C:3]=1[NH2:4].C([O:11][CH:12]=[C:13]([C:19]([O-])=O)[C:14]([O:16][CH2:17][CH3:18])=[O:15])C. (10) Given the product [Si:3]([O:10][CH2:11][C@@H:12]([NH:13][C:25](=[O:26])[O:27][C:28]([CH3:31])([CH3:30])[CH3:29])[C@H:14]([C:15]1[CH:20]=[CH:19][C:18]([C:21]([F:24])([F:23])[F:22])=[CH:17][CH:16]=1)[CH3:1])([C:6]([CH3:9])([CH3:8])[CH3:7])([CH3:5])[CH3:4], predict the reactants needed to synthesize it. The reactants are: [CH3:1][Li].[Si:3]([O:10][CH2:11][C@H:12]1[C@@H:14]([C:15]2[CH:20]=[CH:19][C:18]([C:21]([F:24])([F:23])[F:22])=[CH:17][CH:16]=2)[N:13]1[C:25]([O:27][C:28]([CH3:31])([CH3:30])[CH3:29])=[O:26])([C:6]([CH3:9])([CH3:8])[CH3:7])([CH3:5])[CH3:4].[Cl-].N.[OH-].N.